Dataset: NCI-60 drug combinations with 297,098 pairs across 59 cell lines. Task: Regression. Given two drug SMILES strings and cell line genomic features, predict the synergy score measuring deviation from expected non-interaction effect. (1) Cell line: IGROV1. Drug 2: C(CC(=O)O)C(=O)CN.Cl. Synergy scores: CSS=33.3, Synergy_ZIP=-0.960, Synergy_Bliss=6.33, Synergy_Loewe=5.66, Synergy_HSA=8.03. Drug 1: CC(CN1CC(=O)NC(=O)C1)N2CC(=O)NC(=O)C2. (2) Drug 2: COCCOC1=C(C=C2C(=C1)C(=NC=N2)NC3=CC=CC(=C3)C#C)OCCOC.Cl. Drug 1: CN(CC1=CN=C2C(=N1)C(=NC(=N2)N)N)C3=CC=C(C=C3)C(=O)NC(CCC(=O)O)C(=O)O. Synergy scores: CSS=20.4, Synergy_ZIP=-5.68, Synergy_Bliss=0.309, Synergy_Loewe=-10.7, Synergy_HSA=0.952. Cell line: BT-549. (3) Cell line: BT-549. Drug 2: C1CCC(C(C1)N)N.C(=O)(C(=O)[O-])[O-].[Pt+4]. Synergy scores: CSS=35.3, Synergy_ZIP=-3.94, Synergy_Bliss=-5.88, Synergy_Loewe=-8.30, Synergy_HSA=-1.85. Drug 1: CCC1(CC2CC(C3=C(CCN(C2)C1)C4=CC=CC=C4N3)(C5=C(C=C6C(=C5)C78CCN9C7C(C=CC9)(C(C(C8N6C=O)(C(=O)OC)O)OC(=O)C)CC)OC)C(=O)OC)O.OS(=O)(=O)O. (4) Drug 1: C1=NC2=C(N1)C(=S)N=C(N2)N. Drug 2: CCC(=C(C1=CC=CC=C1)C2=CC=C(C=C2)OCCN(C)C)C3=CC=CC=C3.C(C(=O)O)C(CC(=O)O)(C(=O)O)O. Cell line: HOP-92. Synergy scores: CSS=29.4, Synergy_ZIP=-8.14, Synergy_Bliss=2.45, Synergy_Loewe=-1.26, Synergy_HSA=2.66. (5) Drug 1: C1=CN(C=N1)CC(O)(P(=O)(O)O)P(=O)(O)O. Drug 2: C1CCC(C(C1)N)N.C(=O)(C(=O)[O-])[O-].[Pt+4]. Cell line: 786-0. Synergy scores: CSS=15.6, Synergy_ZIP=-6.58, Synergy_Bliss=0.141, Synergy_Loewe=-3.85, Synergy_HSA=0.272. (6) Drug 1: C1=NC(=NC(=O)N1C2C(C(C(O2)CO)O)O)N. Drug 2: C1=CN(C=N1)CC(O)(P(=O)(O)O)P(=O)(O)O. Cell line: SK-MEL-28. Synergy scores: CSS=5.11, Synergy_ZIP=-3.00, Synergy_Bliss=6.09, Synergy_Loewe=-2.65, Synergy_HSA=0.940. (7) Cell line: NCI/ADR-RES. Drug 1: CC1C(C(CC(O1)OC2CC(OC(C2O)C)OC3=CC4=CC5=C(C(=O)C(C(C5)C(C(=O)C(C(C)O)O)OC)OC6CC(C(C(O6)C)O)OC7CC(C(C(O7)C)O)OC8CC(C(C(O8)C)O)(C)O)C(=C4C(=C3C)O)O)O)O. Drug 2: C1=CC=C(C(=C1)C(C2=CC=C(C=C2)Cl)C(Cl)Cl)Cl. Synergy scores: CSS=6.79, Synergy_ZIP=-2.02, Synergy_Bliss=-1.70, Synergy_Loewe=-5.25, Synergy_HSA=-2.21. (8) Drug 1: CC(C)(C#N)C1=CC(=CC(=C1)CN2C=NC=N2)C(C)(C)C#N. Drug 2: CC1C(C(CC(O1)OC2CC(CC3=C2C(=C4C(=C3O)C(=O)C5=C(C4=O)C(=CC=C5)OC)O)(C(=O)CO)O)N)O.Cl. Cell line: T-47D. Synergy scores: CSS=42.1, Synergy_ZIP=3.04, Synergy_Bliss=2.24, Synergy_Loewe=0.00146, Synergy_HSA=2.15. (9) Drug 1: CCC1(CC2CC(C3=C(CCN(C2)C1)C4=CC=CC=C4N3)(C5=C(C=C6C(=C5)C78CCN9C7C(C=CC9)(C(C(C8N6C)(C(=O)OC)O)OC(=O)C)CC)OC)C(=O)OC)O.OS(=O)(=O)O. Drug 2: C1CN(P(=O)(OC1)NCCCl)CCCl. Cell line: T-47D. Synergy scores: CSS=-1.77, Synergy_ZIP=2.04, Synergy_Bliss=3.61, Synergy_Loewe=0.900, Synergy_HSA=0.894.